This data is from Reaction yield outcomes from USPTO patents with 853,638 reactions. The task is: Predict the reaction yield, written as a fraction of the theoretical maximum amount of product (1.0 means a 100% yield; for example, 0.34 means a 34% yield). (1) The reactants are Cl[C:2]1[CH:7]=[CH:6][N:5]=[C:4]([N:8]2[CH2:19][CH2:18][C:17]3[C:16]4[CH2:15][C:14]([CH3:21])([CH3:20])[CH2:13][C:12]=4[S:11][C:10]=3[C:9]2=[O:22])[C:3]=1[CH:23]=[O:24].[CH3:25][N:26]1[CH:31]=[C:30](B2OC(C)(C)C(C)(C)O2)[CH:29]=[C:28]([NH:41][C:42]2[CH:47]=[N:46][CH:45]=[CH:44][N:43]=2)[C:27]1=[O:48].[O-]P([O-])([O-])=O.[K+].[K+].[K+].O.O.O.C([O-])(=O)C.[Na+]. The catalyst is O.C1C=CC(P(C2C=CC=CC=2)[C-]2C=CC=C2)=CC=1.C1C=CC(P(C2C=CC=CC=2)[C-]2C=CC=C2)=CC=1.Cl[Pd]Cl.[Fe+2].C(#N)C. The product is [CH3:20][C:14]1([CH3:21])[CH2:13][C:12]2[S:11][C:10]3[C:9](=[O:22])[N:8]([C:4]4[C:3]([CH:23]=[O:24])=[C:2]([C:30]5[CH:29]=[C:28]([NH:41][C:42]6[CH:47]=[N:46][CH:45]=[CH:44][N:43]=6)[C:27](=[O:48])[N:26]([CH3:25])[CH:31]=5)[CH:7]=[CH:6][N:5]=4)[CH2:19][CH2:18][C:17]=3[C:16]=2[CH2:15]1. The yield is 0.540. (2) The reactants are Cl.[F:2][C:3]1([F:9])[CH2:8][CH2:7][NH:6][CH2:5][CH2:4]1.[O:10]=[C:11]1[C:23]2[C:18](=[N:19][C:20](C#N)=[C:21]([C:24]#[N:25])[N:22]=2)[C:17]2[CH:16]=[CH:15][CH:14]=[CH:13][C:12]1=2. The catalyst is [OH-].[Na+].C1COCC1. The product is [F:2][C:3]1([F:9])[CH2:8][CH2:7][N:6]([C:20]2[N:19]=[C:18]3[C:17]4[CH:16]=[CH:15][CH:14]=[CH:13][C:12]=4[C:11](=[O:10])[C:23]3=[N:22][C:21]=2[C:24]#[N:25])[CH2:5][CH2:4]1. The yield is 0.950. (3) The reactants are ClCCl.C[O:5][C:6]1[C:15]2[C:10](=[C:11]([CH2:16][CH3:17])[CH:12]=[CH:13][CH:14]=2)[CH:9]=[CH:8][CH:7]=1.B(Br)(Br)Br. The catalyst is O. The product is [CH2:16]([C:11]1[CH:12]=[CH:13][CH:14]=[C:15]2[C:10]=1[CH:9]=[CH:8][CH:7]=[C:6]2[OH:5])[CH3:17]. The yield is 0.750.